This data is from NCI-60 drug combinations with 297,098 pairs across 59 cell lines. The task is: Regression. Given two drug SMILES strings and cell line genomic features, predict the synergy score measuring deviation from expected non-interaction effect. (1) Drug 2: CN1C2=C(C=C(C=C2)N(CCCl)CCCl)N=C1CCCC(=O)O.Cl. Synergy scores: CSS=32.8, Synergy_ZIP=5.47, Synergy_Bliss=5.92, Synergy_Loewe=7.06, Synergy_HSA=6.12. Drug 1: C1=CC=C(C=C1)NC(=O)CCCCCCC(=O)NO. Cell line: SK-MEL-5. (2) Drug 1: CC1=CC=C(C=C1)C2=CC(=NN2C3=CC=C(C=C3)S(=O)(=O)N)C(F)(F)F. Drug 2: C1CN1P(=S)(N2CC2)N3CC3. Cell line: U251. Synergy scores: CSS=19.8, Synergy_ZIP=-2.19, Synergy_Bliss=4.88, Synergy_Loewe=-2.68, Synergy_HSA=4.31. (3) Drug 1: CCC1=CC2CC(C3=C(CN(C2)C1)C4=CC=CC=C4N3)(C5=C(C=C6C(=C5)C78CCN9C7C(C=CC9)(C(C(C8N6C)(C(=O)OC)O)OC(=O)C)CC)OC)C(=O)OC.C(C(C(=O)O)O)(C(=O)O)O. Drug 2: C(=O)(N)NO. Cell line: RXF 393. Synergy scores: CSS=18.2, Synergy_ZIP=-5.26, Synergy_Bliss=-2.63, Synergy_Loewe=-5.90, Synergy_HSA=-0.213. (4) Drug 1: C1CN1P(=S)(N2CC2)N3CC3. Drug 2: CCC1(CC2CC(C3=C(CCN(C2)C1)C4=CC=CC=C4N3)(C5=C(C=C6C(=C5)C78CCN9C7C(C=CC9)(C(C(C8N6C)(C(=O)OC)O)OC(=O)C)CC)OC)C(=O)OC)O.OS(=O)(=O)O. Cell line: SF-539. Synergy scores: CSS=21.0, Synergy_ZIP=-3.56, Synergy_Bliss=-0.791, Synergy_Loewe=2.13, Synergy_HSA=3.39. (5) Drug 1: CCC1(CC2CC(C3=C(CCN(C2)C1)C4=CC=CC=C4N3)(C5=C(C=C6C(=C5)C78CCN9C7C(C=CC9)(C(C(C8N6C=O)(C(=O)OC)O)OC(=O)C)CC)OC)C(=O)OC)O.OS(=O)(=O)O. Drug 2: CC1=C(C(=O)C2=C(C1=O)N3CC4C(C3(C2COC(=O)N)OC)N4)N. Cell line: HCC-2998. Synergy scores: CSS=28.8, Synergy_ZIP=-1.21, Synergy_Bliss=-2.42, Synergy_Loewe=-2.77, Synergy_HSA=3.50.